Dataset: Full USPTO retrosynthesis dataset with 1.9M reactions from patents (1976-2016). Task: Predict the reactants needed to synthesize the given product. (1) Given the product [N:1]1([C:14]([O:15][C:16]2[CH:17]=[CH:18][C:19]([N+:22]([O-:24])=[O:23])=[CH:20][CH:21]=2)=[O:25])[C:9]2[C:4](=[CH:5][C:6]([C:10]([O:12][CH3:13])=[O:11])=[CH:7][CH:8]=2)[CH:3]=[CH:2]1, predict the reactants needed to synthesize it. The reactants are: [NH:1]1[C:9]2[C:4](=[CH:5][C:6]([C:10]([O:12][CH3:13])=[O:11])=[CH:7][CH:8]=2)[CH:3]=[CH:2]1.[C:14](=O)([O:25]C1C=CC([N+]([O-])=O)=CC=1)[O:15][C:16]1[CH:21]=[CH:20][C:19]([N+:22]([O-:24])=[O:23])=[CH:18][CH:17]=1.[H-].[Na+].CC(O)=O. (2) Given the product [CH3:1][C:2]([CH2:9][CH2:10][CH2:11][CH:12]([CH3:19])[CH2:13][CH2:14][CH2:15][CH:16]([CH3:18])[CH3:17])=[CH:3][CH2:4][C:5]([O:7][CH2:8][CH:21]([CH2:22][OH:23])[OH:20])=[O:6], predict the reactants needed to synthesize it. The reactants are: [CH3:1][C:2]([CH2:9][CH2:10][CH2:11][CH:12]([CH3:19])[CH2:13][CH2:14][CH2:15][CH:16]([CH3:18])[CH3:17])=[CH:3][CH2:4][C:5]([O:7][CH3:8])=[O:6].[OH:20][CH2:21][CH:22](CO)[OH:23].C(=O)([O-])[O-].[K+].[K+].Cl. (3) Given the product [F:27][C:28]([F:33])([F:32])[C:29]([OH:31])=[O:30].[NH2:15][CH2:14][CH2:13][N:10]1[CH2:11][CH2:12][N:7]([C:5]([C:4]2[CH:23]=[CH:24][C:25]([Cl:26])=[C:2]([Cl:1])[CH:3]=2)=[O:6])[CH2:8][CH2:9]1, predict the reactants needed to synthesize it. The reactants are: [Cl:1][C:2]1[CH:3]=[C:4]([CH:23]=[CH:24][C:25]=1[Cl:26])[C:5]([N:7]1[CH2:12][CH2:11][N:10]([CH2:13][CH2:14][NH:15]C(=O)OC(C)(C)C)[CH2:9][CH2:8]1)=[O:6].[F:27][C:28]([F:33])([F:32])[C:29]([OH:31])=[O:30]. (4) Given the product [CH3:1][C:2]1[CH:3]=[N:4][C:5]([CH2:11][S+:12]([O-:24])[C:13]2[N-:14][C:15]3[CH:16]=[CH:17][C:18]([O:22][CH3:23])=[CH:19][C:20]=3[N:21]=2)=[C:6]([CH3:10])[C:7]=1[O:8][CH3:9].[CH3:1][C:2]1[CH:3]=[N:4][C:5]([CH2:11][S+:12]([O-:24])[C:13]2[N-:14][C:15]3[CH:16]=[CH:17][C:18]([O:22][CH3:23])=[CH:19][C:20]=3[N:21]=2)=[C:6]([CH3:10])[C:7]=1[O:8][CH3:9].[Mg+2:27], predict the reactants needed to synthesize it. The reactants are: [CH3:1][C:2]1[CH:3]=[N:4][C:5]([CH2:11][S+:12]([O-:24])[C:13]2[NH:14][C:15]3[CH:16]=[CH:17][C:18]([O:22][CH3:23])=[CH:19][C:20]=3[N:21]=2)=[C:6]([CH3:10])[C:7]=1[O:8][CH3:9].C[O-].[Mg+2:27].C[O-]. (5) Given the product [C:27]1([C@@H:23]([NH:20][C:2]2[C:11]3[C:6](=[CH:7][CH:8]=[CH:9][CH:10]=3)[N:5]=[C:4]([N:12]3[CH2:17][CH2:16][CH2:15][CH2:14][CH2:13]3)[N:3]=2)[CH3:24])[CH:32]=[CH:31][CH:30]=[CH:29][CH:28]=1, predict the reactants needed to synthesize it. The reactants are: Cl[C:2]1[C:11]2[C:6](=[CH:7][CH:8]=[CH:9][CH:10]=2)[N:5]=[C:4]([N:12]2[CH2:17][CH2:16][CH2:15][CH2:14][CH2:13]2)[N:3]=1.CC[N:20]([CH2:23][CH3:24])CC.C(N)C[C:27]1[CH:32]=[CH:31][CH:30]=[CH:29][CH:28]=1. (6) Given the product [F:18][C:15]1([F:19])[CH2:16][CH2:17][N:12]([CH2:11][C:4]2[N:3]=[C:2]([C:28]3[CH:33]=[CH:32][CH:31]=[C:30]([C:34]([F:37])([F:36])[F:35])[CH:29]=3)[N:6]3[CH:7]=[CH:8][CH:9]=[CH:10][C:5]=23)[CH2:13][CH2:14]1, predict the reactants needed to synthesize it. The reactants are: Br[C:2]1[N:6]2[CH:7]=[CH:8][CH:9]=[CH:10][C:5]2=[C:4]([CH2:11][N:12]2[CH2:17][CH2:16][C:15]([F:19])([F:18])[CH2:14][CH2:13]2)[N:3]=1.CC1(C)C(C)(C)OB([C:28]2[CH:33]=[CH:32][CH:31]=[C:30]([C:34]([F:37])([F:36])[F:35])[CH:29]=2)O1.C(=O)([O-])[O-].[Cs+].[Cs+].O.